From a dataset of Retrosynthesis with 50K atom-mapped reactions and 10 reaction types from USPTO. Predict the reactants needed to synthesize the given product. (1) Given the product CCOC(=O)Nc1noc2cc(OCc3ccccc3)ccc12, predict the reactants needed to synthesize it. The reactants are: CCOC(=O)Cl.Nc1noc2cc(OCc3ccccc3)ccc12. (2) Given the product CCCC(C)c1nn(-c2ccc(C(F)(F)F)cn2)cc1/C=C/C(=O)OCC, predict the reactants needed to synthesize it. The reactants are: CCCC(C)c1nn(-c2ccc(C(F)(F)F)cn2)cc1C=O.CCOC(=O)CP(=O)(OCC)OCC. (3) Given the product CCS(=O)c1c(C(=O)c2ccc(F)cc2)ccc(=O)n1-c1c(Cl)cccc1Cl, predict the reactants needed to synthesize it. The reactants are: CCSc1c(C(=O)c2ccc(F)cc2)ccc(=O)n1-c1c(Cl)cccc1Cl.O=C(OO)c1cccc(Cl)c1. (4) Given the product C#C[C@H]1O[C@@H](n2cnc3c(N[C@H]4CC[C@H](OC)CC4)ncnc32)[C@H](OC(C)=O)[C@@H]1OC(C)=O, predict the reactants needed to synthesize it. The reactants are: C#C[C@H]1O[C@@H](n2cnc3c(Cl)ncnc32)[C@H](OC(C)=O)[C@@H]1OC(C)=O.CO[C@H]1CC[C@H](N)CC1. (5) The reactants are: Cc1cncc2cccc(NC3CCN(C(=O)OC(C)(C)C)CC3)c12. Given the product Cc1cncc2cccc(NC3CCNCC3)c12, predict the reactants needed to synthesize it. (6) Given the product COc1ccc2ccc(NC(=O)c3ccco3)nc2n1, predict the reactants needed to synthesize it. The reactants are: COc1ccc2ccc(N)nc2n1.O=C(O)c1ccco1. (7) Given the product CCCc1cc(C=O)ccc1OC, predict the reactants needed to synthesize it. The reactants are: CCCc1ccccc1OC.CN(C)C=O. (8) Given the product O=Cc1ccc(OCCN(Cc2ccccc2)c2nc3ccccc3s2)cc1, predict the reactants needed to synthesize it. The reactants are: O=Cc1ccc(F)cc1.OCCN(Cc1ccccc1)c1nc2ccccc2s1.